The task is: Predict the reaction yield, written as a fraction of the theoretical maximum amount of product (1.0 means a 100% yield; for example, 0.34 means a 34% yield).. This data is from Reaction yield outcomes from USPTO patents with 853,638 reactions. The reactants are [Si]([O:8][C@@H:9]1[CH2:36][C:14]2[N:15]([CH3:35])[C:16](=[O:34])[C:17]([NH:19][C:20]3[CH:25]=[CH:24][C:23]([C:26]([N:28]4[CH2:33][CH2:32][O:31][CH2:30][CH2:29]4)=[O:27])=[CH:22][N:21]=3)=[CH:18][C:13]=2[C:12]2[CH:37]=[CH:38][CH:39]=[C:40]([N:41]3[N:50]=[CH:49][C:48]4[C:43](=[C:44]([F:55])[CH:45]=[C:46]([C:51]([CH3:54])([CH3:53])[CH3:52])[CH:47]=4)[C:42]3=[O:56])[C:11]=2[CH2:10]1)(C(C)(C)C)(C)C.C1COCC1.[F-].C([N+](CCCC)(CCCC)CCCC)CCC.O. The catalyst is ClCCl.CCOCC. The product is [C:51]([C:46]1[CH:47]=[C:48]2[C:43](=[C:44]([F:55])[CH:45]=1)[C:42](=[O:56])[N:41]([C:40]1[C:11]3[CH2:10][C@H:9]([OH:8])[CH2:36][C:14]4[N:15]([CH3:35])[C:16](=[O:34])[C:17]([NH:19][C:20]5[CH:25]=[CH:24][C:23]([C:26]([N:28]6[CH2:29][CH2:30][O:31][CH2:32][CH2:33]6)=[O:27])=[CH:22][N:21]=5)=[CH:18][C:13]=4[C:12]=3[CH:37]=[CH:38][CH:39]=1)[N:50]=[CH:49]2)([CH3:54])([CH3:52])[CH3:53]. The yield is 0.630.